The task is: Predict the reactants needed to synthesize the given product.. This data is from Full USPTO retrosynthesis dataset with 1.9M reactions from patents (1976-2016). (1) Given the product [P:9]([Cl:13])([Cl:12])([Cl:11])=[O:10].[NH2:1][C:2]1[CH:3]=[C:4]([Cl:15])[N:5]=[CH:6][N:7]=1, predict the reactants needed to synthesize it. The reactants are: [NH2:1][C:2]1[N:7]=[CH:6][N:5]=[C:4](O)[CH:3]=1.[P:9]([Cl:13])([Cl:12])([Cl:11])=[O:10].P(Cl)(Cl)(Cl)(Cl)[Cl:15].C1C=CC=CC=1. (2) Given the product [CH2:20]([O:19][C:13](=[O:18])[CH:14]([Br:22])[C:15](=[O:16])[CH3:17])[CH3:21], predict the reactants needed to synthesize it. The reactants are: FC(F)(F)S(O[Si](C)(C)C)(=O)=O.[C:13]([O:19][CH2:20][CH3:21])(=[O:18])[CH2:14][C:15]([CH3:17])=[O:16].[Br:22]Br.O. (3) Given the product [CH2:27]([C:29]1[S:30][CH:31]=[C:32](/[CH:34]=[CH:35]/[C:36]2[C:37]([O:47][CH2:2][C:3]3[CH:24]=[CH:23][C:6]([O:7][CH2:8][C:9]4[N:10]=[C:11]([C:15]5[CH:16]=[C:17]([CH:20]=[CH:21][CH:22]=5)[C:18]#[N:19])[O:12][C:13]=4[CH3:14])=[C:5]([O:25][CH3:26])[CH:4]=3)=[N:38][N:39]([C:41]3[CH:46]=[CH:45][CH:44]=[CH:43][CH:42]=3)[CH:40]=2)[N:33]=1)[CH3:28], predict the reactants needed to synthesize it. The reactants are: Cl[CH2:2][C:3]1[CH:24]=[CH:23][C:6]([O:7][CH2:8][C:9]2[N:10]=[C:11]([C:15]3[CH:16]=[C:17]([CH:20]=[CH:21][CH:22]=3)[C:18]#[N:19])[O:12][C:13]=2[CH3:14])=[C:5]([O:25][CH3:26])[CH:4]=1.[CH2:27]([C:29]1[S:30][CH:31]=[C:32](/[CH:34]=[CH:35]/[C:36]2[C:37]([OH:47])=[N:38][N:39]([C:41]3[CH:46]=[CH:45][CH:44]=[CH:43][CH:42]=3)[CH:40]=2)[N:33]=1)[CH3:28].C(=O)([O-])[O-].[K+].[K+].CN(C)C=O.